Dataset: Forward reaction prediction with 1.9M reactions from USPTO patents (1976-2016). Task: Predict the product of the given reaction. (1) Given the reactants Cl[C:2]1[CH:7]=[C:6]([N+:8]([O-:10])=[O:9])[CH:5]=[CH:4][N:3]=1.[CH:11]1([C:14]([NH2:16])=[O:15])[CH2:13][CH2:12]1.P([O-])([O-])([O-])=O.[K+].[K+].[K+].C1(P(C2CCCCC2)C2C=CC=CC=2C2C=CC=CC=2N(C)C)CCCCC1, predict the reaction product. The product is: [N+:8]([C:6]1[CH:5]=[CH:4][N:3]=[C:2]([NH:16][C:14]([CH:11]2[CH2:13][CH2:12]2)=[O:15])[CH:7]=1)([O-:10])=[O:9]. (2) Given the reactants [Br:1][C:2]1[S:6][C:5]([C:7](Cl)=[O:8])=[CH:4][CH:3]=1.[CH3:10][O:11][C:12]1[CH:13]=[C:14]([CH:22]=[CH:23][CH:24]=1)[NH:15][C:16]1[CH:21]=[CH:20][CH:19]=[CH:18][CH:17]=1.C(N(CC)CC)C, predict the reaction product. The product is: [Br:1][C:2]1[S:6][C:5]([C:7]([N:15]([C:14]2[CH:22]=[CH:23][CH:24]=[C:12]([O:11][CH3:10])[CH:13]=2)[C:16]2[CH:17]=[CH:18][CH:19]=[CH:20][CH:21]=2)=[O:8])=[CH:4][CH:3]=1.